Dataset: Experimentally validated miRNA-target interactions with 360,000+ pairs, plus equal number of negative samples. Task: Binary Classification. Given a miRNA mature sequence and a target amino acid sequence, predict their likelihood of interaction. (1) The miRNA is hsa-miR-6504-5p with sequence UCUGGCUGUGCUGUAAUGCAG. The protein sequence of the target gene is MLCDEEAQKRKAKESGMALPQGRLTFMDVAIEFSQEEWKSLDPGQRALYRDVMLENYRNLVFLGICLPDLSIISMLKQRREPLILQSQVKIVKNTDGRECVRSVNTGRSCVLGSNAENKPIKNQLGLTLEAHLSELQLFQAGRKIYRSNQVEKFTNHRSSVSPLQKISSSFTTHIFNKYRNDLIDFPLLPQEEKAYIRGKSYEYECSEDGEVFRVRASLTNHQVIHTAEKPYKCTECGKVFSRNSHLVEHWRIHTGQKPYKCSECDKVFNRNSNLARHQRIHTGEKPHKCNECGKAFREC.... Result: 1 (interaction). (2) The miRNA is hsa-miR-19a-3p with sequence UGUGCAAAUCUAUGCAAAACUGA. The protein sequence of the target gene is MALNVAPVRDTKWLTLEVCRQFQRGTCSRSDEECKFAHPPKSCQVENGRVIACFDSLKGRCSRENCKYLHPPTHLKTQLEINGRNNLIQQKTAAAMLAQQMQFMFPGTPLHPVPTFPVGPAIGTNTAISFAPYLAPVTPGVGLVPTEILPTTPVIVPGSPPVTVPGSTATQKLLRTDKLEVCREFQRGNCARGETDCRFAHPADSTMIDTSDNTVTVCMDYIKGRCMREKCKYFHPPAHLQAKIKAAQHQANQAAVAAQAAAAAATVMAFPPGALHPLPKRQALEKSNGTSAVFNPSVLH.... Result: 1 (interaction). (3) The miRNA is hsa-miR-942-3p with sequence CACAUGGCCGAAACAGAGAAGU. The protein sequence of the target gene is MMPPPFMPPPGIPPPFPPMGLPPMSQRPPAIPPMPPGILPPMLPPMGAPPPLTQIPGMVPPMMPGMLMPAVPVTAATAPGADTASSAVAGTGPPRALWSEHVAPDGRIYYYNADDKQSVWEKPSVLKSKAELLLSQCPWKEYKSDTGKPYYYNNQSKESRWTRPKDLDDLEVLVKQEAAGKQQQQLPQTLQPQPPQPQPDPPPVPPGPTPVPTGLLEPEPGGSEDCDVLEATQPLEQGFLQQLEEGPSSSGQHQPQQEEEESKPEPERSGLSWSNREKAKQAFKELLRDKAVPSNASWEQ.... Result: 0 (no interaction). (4) The miRNA is rno-miR-335 with sequence UCAAGAGCAAUAACGAAAAAUGU. The protein sequence of the target gene is MVDELVLLLHALLMRHRALSIENSQLMEQLRLLVCERASLLRQVRPPSCPVPFPETFNGESSRLPEFIVQTASYMLVNENRFCNDAMKVAFLISLLTGEAEEWVVPYIEMDSPILGDYRAFLDEMKQCFGWDDDEDDDDEEEEDDY. Result: 0 (no interaction). (5) The miRNA is hsa-miR-6762-5p with sequence CGGGGCCAUGGAGCAGCCUGUGU. The protein sequence of the target gene is MAASMCDVFSFCVGVAGRARVSVEVRFVSSAKGKGLFATQLIRKGETIFVERPLVAAQFLWNALYRYRACDHCLRALEKAEENAQRLTGKPGQVLPHPELCTVRKDLHQNCPHCQVMYCSAECRLAATEQYHQVLCPGPSQDDPLHPLNKLQEAWRSIHYPPETASIMLMARMVATVKQAKDKDRWIRLFSQFCNKTANEEEEIVHKLLGDKFKGQLELLRRLFTEALYEEAVSQWFTPDGFRSLFALVGTNGQGIGTSSLSQWVHACDTLELKPQDREQLDAFIDQLYKDIEAATGEFL.... Result: 1 (interaction). (6) The miRNA is hsa-miR-6071 with sequence UUCUGCUGCCGGCCAAGGC. The protein sequence of the target gene is MQKAGAGGRRASDCGLAPHRPRCITKFAQYVGSFPVDDLDTQESVWLVQQQLWALKDCPRRRAVILKFSLQGLKIYSGEGEVLLMAHALRRILYSTWCPADCQFAFMARNPRSPASKLFCHLFVGSQPGEVQILHLLLCRSFQLAYLLQHPEERAQPEPCPGPTGEVPLKPLSSSGGLVREPFGRDQLSQNVHALVSFRRLPAEGLVGSGKELPESEGRARHARLGNPYCSPTLVRKKAIRSKVIRSGAYRGCTYETQLQLSAREAFPAAWEAWPRGPGGHSCLVESEGSLTENIWAFAG.... Result: 1 (interaction). (7) The miRNA is hsa-miR-301b-3p with sequence CAGUGCAAUGAUAUUGUCAAAGC. The protein sequence of the target gene is MTMRSAVFKAAAAPAGGNPEQRLDYERAAALGGPEDEPGAAEAHFLPRHRKLKEPGPPLASSQGGSPAPSPAGCGGKGRGLLLPAGAAPGQQEESWGGSVPLPCPPPATKQAGIGGEPAAAGAGCSPRPKYQAVLPIQTGSLVAAAKEPTPWAGDKGGAASPAATASDPAGPPPLPLPGPPPLAPTATAGTLAASEGRWKSMRKSPLGGGGGSGASSQAACLKQILLLQLDLIEQQQQQLQAKEKEIEELKSERDTLLARIERMERRMQLVKKDNEKERHKLFQGYETEEREETELSEKI.... Result: 0 (no interaction).